From a dataset of Full USPTO retrosynthesis dataset with 1.9M reactions from patents (1976-2016). Predict the reactants needed to synthesize the given product. (1) Given the product [Cl:8][C:9]1[CH:10]=[C:11]([NH:12][C:13]2[C:22]3[C:17](=[CH:18][C:19]([O:37][CH3:38])=[CH:20][C:21]=3[O:23][CH2:24][C@@H:25]3[CH2:29][CH2:28][CH2:27][NH:26]3)[N:16]=[CH:15][N:14]=2)[CH:39]=[CH:40][C:41]=1[F:42], predict the reactants needed to synthesize it. The reactants are: FC(F)(F)C(O)=O.[Cl:8][C:9]1[CH:10]=[C:11]([CH:39]=[CH:40][C:41]=1[F:42])[NH:12][C:13]1[C:22]2[C:17](=[CH:18][C:19]([O:37][CH3:38])=[CH:20][C:21]=2[O:23][CH2:24][C@@H:25]2[CH2:29][CH2:28][CH2:27][N:26]2C(OC(C)(C)C)=O)[N:16]=[CH:15][N:14]=1.N. (2) Given the product [NH2:5][C:4]1[C:3](=[O:28])[N:2]([CH3:1])[CH:7]=[C:6]([C:8]2[C:9]([CH3:26])=[C:10]([NH:14][C:15]([C:17]3[S:21][C:20]4[CH2:22][CH2:23][CH2:24][CH2:25][C:19]=4[CH:18]=3)=[O:16])[CH:11]=[CH:12][CH:13]=2)[CH:31]=1, predict the reactants needed to synthesize it. The reactants are: [CH3:1][N:2]1[CH:7]=[C:6]([C:8]2[CH:13]=[CH:12][CH:11]=[C:10]([NH:14][C:15]([C:17]3[S:21][C:20]4[CH2:22][CH2:23][CH2:24][CH2:25][C:19]=4[CH:18]=3)=[O:16])[C:9]=2[CH3:26])[N:5]=[C:4]([O-])[C:3]1=[O:28].[Na+].N[C:31]1C(=O)N(C)C=C(Br)C=1. (3) Given the product [CH3:1][N:2]([CH3:32])[C:3]1[N:12]=[C:11]([NH:13][CH2:14][C:15]2[CH:20]=[CH:19][C:18]([NH:21][C:22](=[O:30])[C:23]3[CH:28]=[CH:27][C:26]([F:29])=[CH:25][CH:24]=3)=[CH:17][CH:16]=2)[C:10]2[C:5](=[CH:6][CH:7]=[C:8]([C:37]#[C:36][CH2:35][N:34]([CH3:38])[CH3:33])[CH:9]=2)[N:4]=1, predict the reactants needed to synthesize it. The reactants are: [CH3:1][N:2]([CH3:32])[C:3]1[N:12]=[C:11]([NH:13][CH2:14][C:15]2[CH:20]=[CH:19][C:18]([NH:21][C:22](=[O:30])[C:23]3[CH:28]=[CH:27][C:26]([F:29])=[CH:25][CH:24]=3)=[CH:17][CH:16]=2)[C:10]2[C:5](=[CH:6][CH:7]=[C:8](I)[CH:9]=2)[N:4]=1.[CH3:33][N:34]([CH3:38])[CH2:35][C:36]#[CH:37].C(N(CC)CC)C. (4) Given the product [CH3:1][O:2][C:3]([C:5]1[CH:14]=[C:13]2[C:8]([C@@H:9]([NH:15][C:25]([O:24][CH2:17][C:18]3[CH:23]=[CH:22][CH:21]=[CH:20][CH:19]=3)=[O:26])[CH2:10][CH2:11][S:12]2)=[CH:7][C:6]=1[Cl:16])=[O:4], predict the reactants needed to synthesize it. The reactants are: [CH3:1][O:2][C:3]([C:5]1[CH:14]=[C:13]2[C:8]([C@@H:9]([NH2:15])[CH2:10][CH2:11][S:12]2)=[CH:7][C:6]=1[Cl:16])=[O:4].[CH2:17]([O:24][C:25](Cl)=[O:26])[C:18]1[CH:23]=[CH:22][CH:21]=[CH:20][CH:19]=1. (5) Given the product [N+:8]([C:4]1[CH:3]=[C:2]([N:11]2[CH2:15][CH2:14][CH2:13][CH2:12]2)[CH:7]=[CH:6][CH:5]=1)([O-:10])=[O:9], predict the reactants needed to synthesize it. The reactants are: Br[C:2]1[CH:3]=[C:4]([N+:8]([O-:10])=[O:9])[CH:5]=[CH:6][CH:7]=1.[NH:11]1[CH2:15][CH2:14][CH2:13][CH2:12]1.CC(C)([O-])C.[Na+]. (6) Given the product [O:16]1[CH2:21][CH2:20][O:19][C:18]2[CH:22]=[C:23]([C:26](=[O:32])[CH2:27][CH2:28][C:8]([C:9]3[CH:14]=[CH:13][CH:12]=[CH:11][CH:10]=3)=[O:15])[CH:24]=[CH:25][C:17]1=2, predict the reactants needed to synthesize it. The reactants are: C(N(CC)CC)C.[CH:8](=[O:15])[C:9]1[CH:14]=[CH:13][CH:12]=[CH:11][CH:10]=1.[O:16]1[CH2:21][CH2:20][O:19][C:18]2[CH:22]=[C:23]([C:26](=[O:32])[CH2:27][CH2:28]N(C)C)[CH:24]=[CH:25][C:17]1=2. (7) Given the product [ClH:1].[CH3:2][NH:3][C:4](=[O:5])[O:62][C:59]1[CH:60]=[C:61]2[C:56](=[CH:57][CH:58]=1)[CH2:55][CH:54]2[CH2:53][N:51]([CH2:50][CH2:49][C:48]([N:45]1[CH2:46][CH2:47][C:41]2[CH:40]=[C:39]([O:38][CH3:37])[C:65]([O:66][CH3:67])=[CH:64][C:42]=2[CH2:43][CH2:44]1)=[O:63])[CH3:52], predict the reactants needed to synthesize it. The reactants are: [ClH:1].[CH3:2][NH:3][C:4](=O)[O:5]C1C=C2C(=CC=1)C(CN(CCC(N1CCC3C=C(OC)C(OC)=CC=3CC1)=O)C)C2.[CH3:37][O:38][C:39]1[C:65]([O:66][CH3:67])=[CH:64][C:42]2[CH2:43][CH2:44][N:45]([C:48](=[O:63])[CH2:49][CH2:50][N:51]([CH2:53][CH:54]3[C:61]4[C:56](=[CH:57][CH:58]=[C:59]([OH:62])[CH:60]=4)[CH2:55]3)[CH3:52])[CH2:46][CH2:47][C:41]=2[CH:40]=1. (8) Given the product [NH2:25][C:14]1[CH:15]=[CH:16][C:17]([C:19]2[CH2:23][CH2:22][CH:21]([OH:24])[CH:20]=2)=[CH:18][C:13]=1[NH:12][C:11](=[O:26])[C:8]1[CH:7]=[CH:6][C:5]([OH:4])=[CH:10][CH:9]=1, predict the reactants needed to synthesize it. The reactants are: C([O:4][C:5]1[CH:10]=[CH:9][C:8]([C:11](=[O:26])[NH:12][C:13]2[CH:18]=[C:17]([C:19]3[CH2:23][CH2:22][C:21](=[O:24])[CH:20]=3)[CH:16]=[CH:15][C:14]=2[NH2:25])=[CH:7][CH:6]=1)(=O)C.O.O.O.O.O.O.O.[Cl-].[Ce+3].[Cl-].[Cl-].[BH4-].[Na+]. (9) Given the product [OH:27][C:7]1[C:6]([C:4]([NH:28][CH2:29][C:30]([OH:32])=[O:31])=[O:5])=[N:11][C:10]([C:12]2[CH:17]=[CH:16][N:15]=[CH:14][CH:13]=2)=[C:9]2[S:18][N:19]=[C:20]([C:21]3[CH:26]=[CH:25][CH:24]=[CH:23][CH:22]=3)[C:8]=12, predict the reactants needed to synthesize it. The reactants are: C(O[C:4]([C:6]1[C:7]([OH:27])=[C:8]2[C:20]([C:21]3[CH:26]=[CH:25][CH:24]=[CH:23][CH:22]=3)=[N:19][S:18][C:9]2=[C:10]([C:12]2[CH:17]=[CH:16][N:15]=[CH:14][CH:13]=2)[N:11]=1)=[O:5])C.[NH2:28][CH2:29][C:30]([OH:32])=[O:31]. (10) Given the product [Br:29][C:30]1[C:48]([O:49][CH3:50])=[N:47][C:33]2[CH2:34][CH:35]([CH3:46])[NH:36][CH2:37][CH:38]([CH3:39])[C:32]=2[CH:31]=1, predict the reactants needed to synthesize it. The reactants are: COC1C=CC2C(C)CN(C(=O)C(F)(F)F)C(C)CC=2N=1.BrBr.C([O-])(O)=O.[Na+].[Br:29][C:30]1[C:48]([O:49][CH3:50])=[N:47][C:33]2[CH2:34][CH:35]([CH3:46])[N:36](C(=O)C(F)(F)F)[CH2:37][CH:38]([CH3:39])[C:32]=2[CH:31]=1.C([O-])([O-])=O.[K+].[K+].